From a dataset of Reaction yield outcomes from USPTO patents with 853,638 reactions. Predict the reaction yield, written as a fraction of the theoretical maximum amount of product (1.0 means a 100% yield; for example, 0.34 means a 34% yield). (1) The reactants are Br[C:2]1[CH:15]=[CH:14][C:5]([CH2:6][CH2:7][N:8]2[CH2:13][CH2:12][O:11][CH2:10][CH2:9]2)=[CH:4][CH:3]=1.[CH3:16][C:17]1([CH3:26])[C:21]([CH3:23])([CH3:22])[O:20][B:19]([CH:24]=[CH2:25])[O:18]1.CCN(CC)CC. The catalyst is CC(C)([P](C(C)(C)C)([Pd][P](C(C)(C)C)(C(C)(C)C)C(C)(C)C)C(C)(C)C)C. The product is [CH3:22][C:21]1([CH3:23])[C:17]([CH3:26])([CH3:16])[O:18][B:19](/[CH:24]=[CH:25]/[C:2]2[CH:15]=[CH:14][C:5]([CH2:6][CH2:7][N:8]3[CH2:13][CH2:12][O:11][CH2:10][CH2:9]3)=[CH:4][CH:3]=2)[O:20]1. The yield is 0.770. (2) The reactants are [Cl:1][C:2]1[CH:3]=[CH:4][C:5]([CH2:8][O:9][C:10]2[CH:15]=[CH:14][N:13]([C:16]3[CH:21]=[CH:20][C:19]4[C:22]5[CH2:23][NH:24][CH2:25][CH2:26][CH2:27][C:28]=5[O:29][C:18]=4[CH:17]=3)[C:12](=[O:30])[CH:11]=2)=[N:6][CH:7]=1.Cl.CCOCC. The catalyst is CO. The product is [ClH:1].[Cl:1][C:2]1[CH:3]=[CH:4][C:5]([CH2:8][O:9][C:10]2[CH:15]=[CH:14][N:13]([C:16]3[CH:21]=[CH:20][C:19]4[C:22]5[CH2:23][NH:24][CH2:25][CH2:26][CH2:27][C:28]=5[O:29][C:18]=4[CH:17]=3)[C:12](=[O:30])[CH:11]=2)=[N:6][CH:7]=1. The yield is 0.970. (3) The reactants are [Br:1][C:2]1[C:3]([F:11])=[C:4](B(O)O)[CH:5]=[CH:6][CH:7]=1.C(O)(=[O:14])C.OO. The catalyst is O1CCCC1. The product is [Br:1][C:2]1[C:3]([F:11])=[C:4]([OH:14])[CH:5]=[CH:6][CH:7]=1. The yield is 0.890. (4) The yield is 0.940. The product is [I:22][C:13]1[C:4]([CH:1]([CH3:3])[CH3:2])=[CH:5][C:6]([CH3:14])=[C:7]([CH:12]=1)[C:8]([O:10][CH3:11])=[O:9]. The catalyst is ClCCl. The reactants are [CH:1]([C:4]1[CH:13]=[CH:12][C:7]([C:8]([O:10][CH3:11])=[O:9])=[C:6]([CH3:14])[CH:5]=1)([CH3:3])[CH3:2].C(O)(C(F)(F)F)=O.[I:22]N1C(=O)CCC1=O.P(O)([O-])([O-])=O.[Na+].[Na+]. (5) The reactants are [O:1]=[C:2]1[CH2:10][C:9]2[C:4](=[CH:5][CH:6]=[C:7]([S:11]([NH2:14])(=[O:13])=[O:12])[CH:8]=2)[NH:3]1.[O:15]=[C:16]1[C:21]2=[CH:22][NH:23][C:24]([CH:25]=O)=[C:20]2[CH2:19][CH2:18][NH:17]1.N1CCCCC1. The catalyst is C(O)C. The product is [O:1]=[C:2]1[C:10](=[CH:25][C:24]2[NH:23][CH:22]=[C:21]3[C:20]=2[CH2:19][CH2:18][NH:17][C:16]3=[O:15])[C:9]2[C:4](=[CH:5][CH:6]=[C:7]([S:11]([NH2:14])(=[O:12])=[O:13])[CH:8]=2)[NH:3]1. The yield is 0.820. (6) The reactants are C(Cl)(=O)C(Cl)=O.FC1C=CC=CC=1[C:14]1[C:19]([C:20](O)=[O:21])=[CH:18][N:17]=[C:16]([N:23]2[CH2:28][CH2:27][O:26][CH2:25][CH2:24]2)[N:15]=1.C([NH:36]C1CCC1)C1C=CC=CC=1.C(N(C(C)C)CC)(C)C. The catalyst is C(Cl)Cl.CN(C=O)C. The product is [O:26]1[CH2:27][CH2:28][N:23]([C:16]2[N:17]=[CH:18][C:19]([C:20]([NH2:36])=[O:21])=[CH:14][N:15]=2)[CH2:24][CH2:25]1. The yield is 0.720. (7) The reactants are [Cl-].[Al+3].[Cl-].[Cl-].[NH:5]1[C:13]2[C:8](=[CH:9][CH:10]=[CH:11][CH:12]=2)[CH2:7][C:6]1=[O:14].[Cl:15][CH2:16][C:17](Cl)=[O:18]. The catalyst is C(=S)=S. The product is [Cl:15][CH2:16][C:17]([C:10]1[CH:9]=[C:8]2[C:13](=[CH:12][CH:11]=1)[NH:5][C:6](=[O:14])[CH2:7]2)=[O:18]. The yield is 0.900. (8) The reactants are F.F.F.[CH3:4][N:5]([CH3:36])[O:6][CH2:7][CH2:8][O:9][C@:10]1(CCN)[C@:14](CCN)([OH:15])[C@@H:13]([CH2:19][OH:20])[O:12][C@@:11]1(CCN)[N:21]1[CH:28]=[C:27]([CH3:29])[C:25](=[O:26])[NH:24][C:22]1=[O:23].C(N(CC)CC)C.[Si](OC[C@H]1O[C@@H](N2C=C(C)C(=O)NC2=O)[C@H](OCCON(C)C)[C@@H]1O)(C(C)(C)C)(C1C=CC=CC=1)C1C=CC=CC=1.CO. The catalyst is C1COCC1.C(Cl)Cl. The product is [CH3:4][N:5]([CH3:36])[O:6][CH2:7][CH2:8][O:9][C@@H:10]1[C@H:14]([OH:15])[C@@H:13]([CH2:19][OH:20])[O:12][C@H:11]1[N:21]1[CH:28]=[C:27]([CH3:29])[C:25](=[O:26])[NH:24][C:22]1=[O:23]. The yield is 0.925.